Dataset: Catalyst prediction with 721,799 reactions and 888 catalyst types from USPTO. Task: Predict which catalyst facilitates the given reaction. The catalyst class is: 21. Product: [CH3:1][NH:2][CH2:3][CH2:4][CH2:5][CH:6]1[C:7]2[CH:8]=[CH:9][CH:10]=[CH:11][C:12]=2[CH:13]=[CH:14][C:15]2[CH:20]=[CH:19][CH:18]=[CH:17][C:16]1=2.[ClH:21]. Reactant: [CH3:1][NH:2][CH2:3][CH2:4][CH2:5][CH:6]1[C:16]2[CH:17]=[CH:18][CH:19]=[CH:20][C:15]=2[CH:14]=[CH:13][C:12]2[CH:11]=[CH:10][CH:9]=[CH:8][C:7]1=2.[ClH:21].